The task is: Regression. Given two drug SMILES strings and cell line genomic features, predict the synergy score measuring deviation from expected non-interaction effect.. This data is from NCI-60 drug combinations with 297,098 pairs across 59 cell lines. (1) Synergy scores: CSS=11.7, Synergy_ZIP=-1.47, Synergy_Bliss=1.55, Synergy_Loewe=7.08, Synergy_HSA=4.43. Cell line: HS 578T. Drug 2: C1C(C(OC1N2C=NC(=NC2=O)N)CO)O. Drug 1: C1=CN(C=N1)CC(O)(P(=O)(O)O)P(=O)(O)O. (2) Drug 1: CC1OCC2C(O1)C(C(C(O2)OC3C4COC(=O)C4C(C5=CC6=C(C=C35)OCO6)C7=CC(=C(C(=C7)OC)O)OC)O)O. Drug 2: CC(C)(C#N)C1=CC(=CC(=C1)CN2C=NC=N2)C(C)(C)C#N. Cell line: TK-10. Synergy scores: CSS=24.5, Synergy_ZIP=-5.70, Synergy_Bliss=-1.70, Synergy_Loewe=-0.819, Synergy_HSA=-0.332. (3) Drug 1: CN(CC1=CN=C2C(=N1)C(=NC(=N2)N)N)C3=CC=C(C=C3)C(=O)NC(CCC(=O)O)C(=O)O. Drug 2: CCCCCOC(=O)NC1=NC(=O)N(C=C1F)C2C(C(C(O2)C)O)O. Cell line: A549. Synergy scores: CSS=10.1, Synergy_ZIP=1.00, Synergy_Bliss=1.94, Synergy_Loewe=-46.3, Synergy_HSA=-0.954. (4) Drug 1: CC1C(C(=O)NC(C(=O)N2CCCC2C(=O)N(CC(=O)N(C(C(=O)O1)C(C)C)C)C)C(C)C)NC(=O)C3=C4C(=C(C=C3)C)OC5=C(C(=O)C(=C(C5=N4)C(=O)NC6C(OC(=O)C(N(C(=O)CN(C(=O)C7CCCN7C(=O)C(NC6=O)C(C)C)C)C)C(C)C)C)N)C. Drug 2: CCC(=C(C1=CC=CC=C1)C2=CC=C(C=C2)OCCN(C)C)C3=CC=CC=C3.C(C(=O)O)C(CC(=O)O)(C(=O)O)O. Cell line: OVCAR-8. Synergy scores: CSS=48.8, Synergy_ZIP=5.90, Synergy_Bliss=8.15, Synergy_Loewe=-11.0, Synergy_HSA=8.43. (5) Drug 1: CCCCCOC(=O)NC1=NC(=O)N(C=C1F)C2C(C(C(O2)C)O)O. Drug 2: B(C(CC(C)C)NC(=O)C(CC1=CC=CC=C1)NC(=O)C2=NC=CN=C2)(O)O. Cell line: MDA-MB-231. Synergy scores: CSS=49.8, Synergy_ZIP=1.17, Synergy_Bliss=-0.955, Synergy_Loewe=-66.6, Synergy_HSA=-3.36. (6) Drug 1: C1CCC(C1)C(CC#N)N2C=C(C=N2)C3=C4C=CNC4=NC=N3. Drug 2: CC12CCC3C(C1CCC2O)C(CC4=C3C=CC(=C4)O)CCCCCCCCCS(=O)CCCC(C(F)(F)F)(F)F. Cell line: NCI-H322M. Synergy scores: CSS=2.26, Synergy_ZIP=2.03, Synergy_Bliss=3.90, Synergy_Loewe=4.23, Synergy_HSA=2.68. (7) Drug 1: C1CCC(CC1)NC(=O)N(CCCl)N=O. Drug 2: CC1CCC2CC(C(=CC=CC=CC(CC(C(=O)C(C(C(=CC(C(=O)CC(OC(=O)C3CCCCN3C(=O)C(=O)C1(O2)O)C(C)CC4CCC(C(C4)OC)O)C)C)O)OC)C)C)C)OC. Cell line: HCC-2998. Synergy scores: CSS=11.2, Synergy_ZIP=-7.50, Synergy_Bliss=-8.74, Synergy_Loewe=-19.1, Synergy_HSA=-7.57.